Predict the reactants needed to synthesize the given product. From a dataset of Full USPTO retrosynthesis dataset with 1.9M reactions from patents (1976-2016). Given the product [F:53][C:54]([F:69])([F:70])[O:55][C:56]1[CH:61]=[CH:60][CH:59]=[CH:58][C:57]=1[C:62]1[CH:67]=[CH:66][CH:65]=[C:64]([NH:68][C:24]([C:19]2[C:20](=[O:23])[O:21][C:22]3[C:17]([CH:18]=2)=[CH:16][CH:15]=[CH:14][C:13]=3[O:12][C:11]([F:10])([F:28])[F:27])=[O:26])[CH:63]=1, predict the reactants needed to synthesize it. The reactants are: CCN(C(C)C)C(C)C.[F:10][C:11]([F:28])([F:27])[O:12][C:13]1[CH:14]=[CH:15][CH:16]=[C:17]2[C:22]=1[O:21][C:20](=[O:23])[C:19]([C:24]([OH:26])=O)=[CH:18]2.CN(C(ON1N=NC2C=CC=NC1=2)=[N+](C)C)C.F[P-](F)(F)(F)(F)F.[F:53][C:54]([F:70])([F:69])[O:55][C:56]1[CH:61]=[CH:60][CH:59]=[CH:58][C:57]=1[C:62]1[CH:67]=[CH:66][CH:65]=[C:64]([NH2:68])[CH:63]=1.